Dataset: Experimentally validated miRNA-target interactions with 360,000+ pairs, plus equal number of negative samples. Task: Binary Classification. Given a miRNA mature sequence and a target amino acid sequence, predict their likelihood of interaction. The miRNA is hsa-miR-5693 with sequence GCAGUGGCUCUGAAAUGAACUC. The protein sequence of the target gene is MPDPSKSAPAPKKGSKKAVTKAQKKDGKKRKRGRKESYSIYVYKVLKQVHPDTGISSKAMGIMNSFVNDIFERIASEASRLAHYNKRSTITSREVQTAVRLLLPGELAKHAVSEGTKAVTKYTSSK. Result: 1 (interaction).